Predict the reactants needed to synthesize the given product. From a dataset of Full USPTO retrosynthesis dataset with 1.9M reactions from patents (1976-2016). Given the product [Cl:19][C:17]1[C:18]2[C:10]3[CH2:9][NH:8][CH2:23][CH2:22][C:11]=3[N:12]([CH3:21])[C:13]=2[C:14]([CH3:20])=[CH:15][CH:16]=1, predict the reactants needed to synthesize it. The reactants are: C(OC([N:8]1[CH2:23][CH2:22][C:11]2[N:12]([CH3:21])[C:13]3[C:14]([CH3:20])=[CH:15][CH:16]=[C:17]([Cl:19])[C:18]=3[C:10]=2[CH2:9]1)=O)(C)(C)C.C(O)(C(F)(F)F)=O.C(Cl)Cl.